This data is from Forward reaction prediction with 1.9M reactions from USPTO patents (1976-2016). The task is: Predict the product of the given reaction. (1) Given the reactants [Cl:1][C:2]1[C:7]([CH3:8])=[CH:6][C:5]([C:9](=[O:12])[CH2:10][CH3:11])=[C:4]([OH:13])[CH:3]=1.CN(C1C=CC=CN=1)C.C(N(CC)CC)C.[F:30][C:31]([F:44])([F:43])[S:32](O[S:32]([C:31]([F:44])([F:43])[F:30])(=[O:34])=[O:33])(=[O:34])=[O:33], predict the reaction product. The product is: [F:30][C:31]([F:44])([F:43])[S:32]([O:13][C:4]1[CH:3]=[C:2]([Cl:1])[C:7]([CH3:8])=[CH:6][C:5]=1[C:9](=[O:12])[CH2:10][CH3:11])(=[O:34])=[O:33]. (2) Given the reactants [Cl:1][C:2]1[C:3]2[N:4]([CH:12]=[C:13]([C:15]([OH:17])=O)[N:14]=2)[CH:5]=[C:6]([C:8]([F:11])([F:10])[F:9])[CH:7]=1.CCN=C=NCCCN(C)C.Cl.C1C=CC2N(O)N=NC=2C=1.[Cl:40][C:41]1[C:42]([C:57](=[N:59]O)[NH2:58])=[CH:43][C:44]([F:56])=[C:45]([CH2:47][CH2:48][C:49]([O:51][C:52]([CH3:55])([CH3:54])[CH3:53])=[O:50])[CH:46]=1, predict the reaction product. The product is: [Cl:40][C:41]1[C:42]([C:57]2[N:59]=[C:15]([C:13]3[N:14]=[C:3]4[C:2]([Cl:1])=[CH:7][C:6]([C:8]([F:9])([F:10])[F:11])=[CH:5][N:4]4[CH:12]=3)[O:17][N:58]=2)=[CH:43][C:44]([F:56])=[C:45]([CH2:47][CH2:48][C:49]([O:51][C:52]([CH3:53])([CH3:54])[CH3:55])=[O:50])[CH:46]=1. (3) Given the reactants [I:1][C:2]1[CH:7]=[CH:6][N:5]=[C:4]([N:8]2[C:16]3[CH2:15][CH2:14][C:13]([CH3:18])([CH3:17])[CH2:12][C:11]=3[C:10]([C:19](O)=[O:20])=[N:9]2)[CH:3]=1.[Cl-].[NH4+:23], predict the reaction product. The product is: [I:1][C:2]1[CH:7]=[CH:6][N:5]=[C:4]([N:8]2[C:16]3[CH2:15][CH2:14][C:13]([CH3:17])([CH3:18])[CH2:12][C:11]=3[C:10]([C:19]([NH2:23])=[O:20])=[N:9]2)[CH:3]=1. (4) The product is: [CH2:1]([C:3]1[CH2:4][C:5]2[C:10]([CH:11]=1)=[C:9]([C:12]1[CH:17]=[CH:16][CH:15]=[CH:14][CH:13]=1)[CH:8]=[CH:7][CH:6]=2)[CH3:2]. Given the reactants [CH2:1]([CH:3]1[CH2:11][C:10]2[C:5](=[CH:6][CH:7]=[CH:8][C:9]=2[C:12]2[CH:17]=[CH:16][CH:15]=[CH:14][CH:13]=2)[CH:4]1O)[CH3:2].C(N(CC)CC)C.CS(Cl)(=O)=O, predict the reaction product. (5) Given the reactants C[O:2][C:3](=[O:24])[C:4]1[CH:9]=[C:8]([C:10]2[S:11][CH:12]=[C:13]([C:15]3[CH:20]=[CH:19][C:18]([Cl:21])=[C:17]([Cl:22])[CH:16]=3)[N:14]=2)[CH:7]=[CH:6][C:5]=1Br.[C:25]([C:28]1[CH:33]=[CH:32][C:31](B(O)O)=[CH:30][CH:29]=1)(=[O:27])[CH3:26], predict the reaction product. The product is: [C:25]([C:28]1[CH:33]=[CH:32][C:31]([C:5]2[C:4]([C:3]([OH:2])=[O:24])=[CH:9][C:8]([C:10]3[S:11][CH:12]=[C:13]([C:15]4[CH:20]=[CH:19][C:18]([Cl:21])=[C:17]([Cl:22])[CH:16]=4)[N:14]=3)=[CH:7][CH:6]=2)=[CH:30][CH:29]=1)(=[O:27])[CH3:26]. (6) Given the reactants [N+:1]([C:4]1[C:5]([NH:15][C:16]([C:18]2[CH:19]=[CH:20][C:21]([N:24]3[CH2:29][CH2:28][N:27]([C:30]([O:32][C:33]([CH3:36])([CH3:35])[CH3:34])=[O:31])[CH2:26][CH2:25]3)=[N:22][CH:23]=2)=[O:17])=[N:6][N:7]([C:9]2[CH:14]=[CH:13][CH:12]=[CH:11][CH:10]=2)[CH:8]=1)([O-])=O, predict the reaction product. The product is: [NH2:1][C:4]1[C:5]([NH:15][C:16]([C:18]2[CH:19]=[CH:20][C:21]([N:24]3[CH2:29][CH2:28][N:27]([C:30]([O:32][C:33]([CH3:36])([CH3:35])[CH3:34])=[O:31])[CH2:26][CH2:25]3)=[N:22][CH:23]=2)=[O:17])=[N:6][N:7]([C:9]2[CH:14]=[CH:13][CH:12]=[CH:11][CH:10]=2)[CH:8]=1.